This data is from Reaction yield outcomes from USPTO patents with 853,638 reactions. The task is: Predict the reaction yield, written as a fraction of the theoretical maximum amount of product (1.0 means a 100% yield; for example, 0.34 means a 34% yield). The reactants are [N:1]1[CH:6]=[CH:5][CH:4]=[C:3](C2C=C(C=CC=2)C(O)=O)[CH:2]=1.C1[CH2:20][O:19]CC1.C1([N:27]=C=NC2CCCCC2)CCCCC1.NC1CCN([C:43]([O:45][C:46]([CH3:49])([CH3:48])[CH3:47])=[O:44])CC1. The catalyst is CO.C(Cl)Cl.C(Cl)Cl. The product is [C:43]([CH:6]1[CH2:5][CH2:4][CH2:3][CH2:2][N:1]1[C:20]([NH2:27])=[O:19])([O:45][C:46]([CH3:47])([CH3:48])[CH3:49])=[O:44]. The yield is 0.850.